This data is from Forward reaction prediction with 1.9M reactions from USPTO patents (1976-2016). The task is: Predict the product of the given reaction. (1) The product is: [C:30]([C:11]1[CH:10]=[CH:9][C:8](/[CH:1]=[CH:2]/[C:7]([NH:17][C:18]2[CH:26]=[C:25]3[C:21]([CH2:22][CH2:23][NH:24]3)=[CH:20][CH:19]=2)=[O:42])=[CH:13][CH:12]=1)([CH3:33])([CH3:32])[CH3:31]. Given the reactants [C:1](=N)([C:8]1[CH:13]=[CH:12][CH:11]=[CH:10][CH:9]=1)[C:2]1[CH:7]=CC=CC=1.Cl.Cl.[NH2:17][C:18]1[CH:26]=[C:25]2[C:21]([CH2:22][CH2:23][NH:24]2)=[CH:20][CH:19]=1.C(OC(O[C:30]([CH3:33])([CH3:32])[CH3:31])=O)(O[C:30]([CH3:33])([CH3:32])[CH3:31])=O.[OH2:42], predict the reaction product. (2) Given the reactants CC1(C)[O:6][C:5](=[CH:7][C:8]([N:10]([CH2:13][C:14]2[CH:19]=[CH:18][C:17]([F:20])=[CH:16][CH:15]=2)[O:11][CH3:12])=[O:9])[C:4](=[O:21])O1.[CH:23]1([CH2:26][C:27]2([S:30]([NH2:33])(=[O:32])=[O:31])[CH2:29][CH2:28]2)[CH2:25][CH2:24]1, predict the reaction product. The product is: [F:20][C:17]1[CH:16]=[CH:15][C:14]([CH2:13][N:10]([O:11][CH3:12])[C:8](=[O:9])[CH:7]=[C:5]([OH:6])[C:4]([NH:33][S:30]([C:27]2([CH2:26][CH:23]3[CH2:24][CH2:25]3)[CH2:28][CH2:29]2)(=[O:31])=[O:32])=[O:21])=[CH:19][CH:18]=1. (3) Given the reactants [CH3:1][N:2]([C:14]1[N:23]=[C:22]([NH2:24])[C:21]2[C:16](=[CH:17][C:18]([O:27][CH3:28])=[C:19]([O:25][CH3:26])[CH:20]=2)[N:15]=1)[CH2:3][CH2:4][CH2:5][NH:6]C(C1OCCC1)=O.Cl.NC1C2C(=CC(OC)=C(OC)C=2)N=C(Cl)N=1.CNCCC#N, predict the reaction product. The product is: [NH2:24][C:22]1[C:21]2[C:16](=[CH:17][C:18]([O:27][CH3:28])=[C:19]([O:25][CH3:26])[CH:20]=2)[N:15]=[C:14]([N:2]([CH2:3][CH2:4][C:5]#[N:6])[CH3:1])[N:23]=1. (4) The product is: [C:1]([O:5][C:6]([N:8]([CH3:30])[CH2:9][CH2:10][CH2:11][N:12]([CH3:29])[C:13]([C:15]1[CH:16]=[CH:17][C:18]([NH:21][CH2:22][CH2:23][C:24]([OH:26])=[O:25])=[CH:19][CH:20]=1)=[O:14])=[O:7])([CH3:3])([CH3:2])[CH3:4]. Given the reactants [C:1]([O:5][C:6]([N:8]([CH3:30])[CH2:9][CH2:10][CH2:11][N:12]([CH3:29])[C:13]([C:15]1[CH:20]=[CH:19][C:18]([NH:21][CH2:22][CH2:23][C:24]([O:26]CC)=[O:25])=[CH:17][CH:16]=1)=[O:14])=[O:7])([CH3:4])([CH3:3])[CH3:2].[OH-].[Na+].Cl.C(OCC)(=O)C, predict the reaction product. (5) The product is: [CH3:19][NH:18][C:16]([NH:15][C:11]1[CH:12]=[CH:13][CH:14]=[C:9]([B:4]2[O:5][C:6]([CH3:8])([CH3:7])[C:2]([CH3:24])([CH3:1])[O:3]2)[CH:10]=1)=[O:17]. Given the reactants [CH3:1][C:2]1([CH3:24])[C:6]([CH3:8])([CH3:7])[O:5][B:4]([C:9]2[CH:10]=[C:11]([NH:15][C:16]([NH:18][CH2:19]C(F)(F)F)=[O:17])[CH:12]=[CH:13][CH:14]=2)[O:3]1.FC(F)(F)CN, predict the reaction product. (6) Given the reactants [Br:1][C:2]1[CH:3]=[N:4][NH:5][CH:6]=1.C([O-])([O-])=O.[K+].[K+].Cl.Cl[CH2:15][CH2:16][N:17]([CH3:19])[CH3:18], predict the reaction product. The product is: [Br:1][C:2]1[CH:3]=[N:4][N:5]([CH2:15][CH2:16][N:17]([CH3:19])[CH3:18])[CH:6]=1. (7) Given the reactants [OH:1][CH2:2][CH:3]([NH:14]C(=O)C)[CH2:4][C:5]1[C:13]2[C:8](=[CH:9][N:10]=[CH:11][CH:12]=2)[NH:7][CH:6]=1, predict the reaction product. The product is: [NH2:14][CH:3]([CH2:4][C:5]1[C:13]2[C:8](=[CH:9][N:10]=[CH:11][CH:12]=2)[NH:7][CH:6]=1)[CH2:2][OH:1].